From a dataset of Full USPTO retrosynthesis dataset with 1.9M reactions from patents (1976-2016). Predict the reactants needed to synthesize the given product. Given the product [F:30][C:25]1[CH:26]=[CH:27][CH:28]=[CH:29][C:24]=1[C:4]1[N:3]=[C:2]([O:33][CH:32]([CH3:34])[CH3:31])[C:11]2[CH2:10][CH2:9][C@H:8]3[C@H:12]([CH3:17])[C:13](=[O:16])[CH2:14][CH2:15][C@:7]3([C:18]3[CH:19]=[CH:20][CH:21]=[CH:22][CH:23]=3)[C:6]=2[N:5]=1, predict the reactants needed to synthesize it. The reactants are: Cl[C:2]1[C:11]2[CH2:10][CH2:9][C@H:8]3[C@H:12]([CH3:17])[C:13](=[O:16])[CH2:14][CH2:15][C@:7]3([C:18]3[CH:23]=[CH:22][CH:21]=[CH:20][CH:19]=3)[C:6]=2[N:5]=[C:4]([C:24]2[CH:29]=[CH:28][CH:27]=[CH:26][C:25]=2[F:30])[N:3]=1.[CH3:31][CH:32]([CH3:34])[O-:33].[Na+].